From a dataset of Forward reaction prediction with 1.9M reactions from USPTO patents (1976-2016). Predict the product of the given reaction. (1) Given the reactants [Cl:1][C:2]1[CH:17]=[CH:16][C:5]([O:6][CH2:7][CH2:8][S:9][C:10]2[N:14]=[C:13]([NH2:15])[NH:12][N:11]=2)=[CH:4][CH:3]=1.CCO[CH:21](OCC)[CH2:22][CH:23](OCC)OCC, predict the reaction product. The product is: [Cl:1][C:2]1[CH:3]=[CH:4][C:5]([O:6][CH2:7][CH2:8][S:9][C:10]2[N:14]=[C:13]3[N:15]=[CH:21][CH:22]=[CH:23][N:12]3[N:11]=2)=[CH:16][CH:17]=1. (2) Given the reactants [Cl:1][C:2]1[CH:7]=[CH:6][CH:5]=[CH:4][C:3]=1[N:8]([CH3:25])[C:9]1[C:10]([NH:15][C:16]2[CH:21]=[CH:20][CH:19]=[CH:18][C:17]=2[N+:22]([O-:24])=[O:23])=[CH:11][CH:12]=[CH:13][CH:14]=1.[CH3:26]N(C)C=O, predict the reaction product. The product is: [Cl:1][C:2]1[CH:7]=[CH:6][CH:5]=[CH:4][C:3]=1[N:8]([CH3:25])[C:9]1[C:10]([N:15]([CH3:26])[C:16]2[CH:21]=[CH:20][CH:19]=[CH:18][C:17]=2[N+:22]([O-:24])=[O:23])=[CH:11][CH:12]=[CH:13][CH:14]=1. (3) Given the reactants [NH2:1][C:2]1[CH:22]=[CH:21][C:5]([C:6]([NH:8][CH2:9][CH2:10][CH2:11][CH2:12][CH2:13][CH2:14][CH2:15][CH2:16][CH2:17][CH2:18][CH2:19][CH3:20])=[O:7])=[CH:4][CH:3]=1.C(O)(=O)C.[CH:27]([C:29]1[CH:38]=[CH:37][CH:36]=[CH:35][C:30]=1[C:31]([O:33][CH3:34])=[O:32])=O.[BH3-]C#N.[Na+].C([O-])(O)=O.[Na+], predict the reaction product. The product is: [CH2:9]([NH:8][C:6]([C:5]1[CH:4]=[CH:3][C:2]([NH:1][CH2:27][C:29]2[CH:38]=[CH:37][CH:36]=[CH:35][C:30]=2[C:31]([O:33][CH3:34])=[O:32])=[CH:22][CH:21]=1)=[O:7])[CH2:10][CH2:11][CH2:12][CH2:13][CH2:14][CH2:15][CH2:16][CH2:17][CH2:18][CH2:19][CH3:20]. (4) Given the reactants [OH-].[Li+].[Cl:3][C:4]1[CH:5]=[N:6][N:7]([C:9]2([C:12]3[NH:31][C:15]4=[N:16][C:17]([N:20]5[CH2:25][CH2:24][CH2:23][C@@H:22]([C:26]([O:28]CC)=[O:27])[CH2:21]5)=[CH:18][CH:19]=[C:14]4[N:13]=3)[CH2:11][CH2:10]2)[CH:8]=1, predict the reaction product. The product is: [Cl:3][C:4]1[CH:5]=[N:6][N:7]([C:9]2([C:12]3[NH:31][C:15]4=[N:16][C:17]([N:20]5[CH2:25][CH2:24][CH2:23][C@@H:22]([C:26]([OH:28])=[O:27])[CH2:21]5)=[CH:18][CH:19]=[C:14]4[N:13]=3)[CH2:10][CH2:11]2)[CH:8]=1. (5) Given the reactants [Cl:1][C:2]1[CH:7]=[CH:6][C:5]([Cl:8])=[CH:4][C:3]=1[OH:9].Cl[C:11]1[N:15]([CH3:16])[N:14]=[C:13]([CH3:17])[C:12]=1[CH:18]=[O:19].C(=O)([O-])[O-].[K+].[K+], predict the reaction product. The product is: [Cl:1][C:2]1[CH:7]=[CH:6][C:5]([Cl:8])=[CH:4][C:3]=1[O:9][C:11]1[N:15]([CH3:16])[N:14]=[C:13]([CH3:17])[C:12]=1[CH:18]=[O:19]. (6) Given the reactants [C:1]([C:3]1[C:4]([C:19]2[CH:24]=[CH:23][C:22]([Cl:25])=[CH:21][C:20]=2[Cl:26])=[C:5]([C:14]([O:16]CC)=[O:15])[S:6][C:7]=1[N:8]1[CH2:13][CH2:12][O:11][CH2:10][CH2:9]1)#[N:2].[OH-].[Na+], predict the reaction product. The product is: [C:1]([C:3]1[C:4]([C:19]2[CH:24]=[CH:23][C:22]([Cl:25])=[CH:21][C:20]=2[Cl:26])=[C:5]([C:14]([OH:16])=[O:15])[S:6][C:7]=1[N:8]1[CH2:9][CH2:10][O:11][CH2:12][CH2:13]1)#[N:2]. (7) Given the reactants [N:1]1([CH2:6][C:7]2[CH:25]=[CH:24][C:10]([O:11][CH2:12][C@@H:13]3[C@@H:18]([NH:19][S:20]([CH3:23])(=[O:22])=[O:21])[CH2:17][CH2:16][O:15][CH2:14]3)=[CH:9][CH:8]=2)[CH:5]=[CH:4][CH:3]=[N:2]1.C1C(=O)N([Cl:33])C(=O)C1, predict the reaction product. The product is: [Cl:33][C:4]1[CH:3]=[N:2][N:1]([CH2:6][C:7]2[CH:25]=[CH:24][C:10]([O:11][CH2:12][C@@H:13]3[C@@H:18]([NH:19][S:20]([CH3:23])(=[O:21])=[O:22])[CH2:17][CH2:16][O:15][CH2:14]3)=[CH:9][CH:8]=2)[CH:5]=1.